From a dataset of Catalyst prediction with 721,799 reactions and 888 catalyst types from USPTO. Predict which catalyst facilitates the given reaction. (1) Reactant: [Cl:1][C:2]1[CH:3]=[C:4]2[C:8](=[CH:9][CH:10]=1)[NH:7][C:6]([C:11]([NH:13][C@@H:14]1[CH2:18][CH:17]([CH2:19][OH:20])[CH2:16][C@H:15]1[NH:21][C:22]([C:24]1[S:25][C:26]3[CH2:27][N:28]([CH3:33])[CH2:29][CH2:30][C:31]=3[N:32]=1)=[O:23])=[O:12])=[CH:5]2.[N:34]1[CH:39]=CC=CC=1.ClC(OC1C=CC=CC=1)=[O:42].N. Product: [C:39]([O:20][CH2:19][CH:17]1[CH2:18][C@@H:14]([NH:13][C:11]([C:6]2[NH:7][C:8]3[C:4]([CH:5]=2)=[CH:3][C:2]([Cl:1])=[CH:10][CH:9]=3)=[O:12])[C@H:15]([NH:21][C:22]([C:24]2[S:25][C:26]3[CH2:27][N:28]([CH3:33])[CH2:29][CH2:30][C:31]=3[N:32]=2)=[O:23])[CH2:16]1)(=[O:42])[NH2:34]. The catalyst class is: 83. (2) Reactant: C([NH:8][CH2:9][C@@H:10]1[CH2:15][CH2:14][C@H:13]([CH2:16][OH:17])[CH2:12][CH2:11]1)C1C=CC=CC=1. Product: [NH2:8][CH2:9][C@@H:10]1[CH2:15][CH2:14][C@H:13]([CH2:16][OH:17])[CH2:12][CH2:11]1. The catalyst class is: 5. (3) Reactant: Cl.[Cl:2][C:3]1[CH:33]=[CH:32][C:31]([O:34]C)=[CH:30][C:4]=1[C:5]([NH:7][C:8]1[CH:9]=[N:10][C:11]([NH:14][C:15]2[CH:20]=[CH:19][C:18]([C:21]([N:23]3[CH2:28][CH2:27][N:26]([CH3:29])[CH2:25][CH2:24]3)=[O:22])=[CH:17][CH:16]=2)=[N:12][CH:13]=1)=[O:6].B(Br)(Br)Br. Product: [Cl:2][C:3]1[CH:33]=[CH:32][C:31]([OH:34])=[CH:30][C:4]=1[C:5]([NH:7][C:8]1[CH:9]=[N:10][C:11]([NH:14][C:15]2[CH:20]=[CH:19][C:18]([C:21]([N:23]3[CH2:28][CH2:27][N:26]([CH3:29])[CH2:25][CH2:24]3)=[O:22])=[CH:17][CH:16]=2)=[N:12][CH:13]=1)=[O:6]. The catalyst class is: 2. (4) Reactant: Br[CH2:2][C:3]1[C:8]([CH3:9])=[CH:7][CH:6]=[CH:5][C:4]=1[N:10]1[C:14](=[O:15])[N:13]([CH3:16])[N:12]=[N:11]1.[Br:17][C:18]1[CH:23]=[C:22]([F:24])[C:21]([OH:25])=[C:20]([F:26])[CH:19]=1.C(=O)([O-])[O-].[K+].[K+].C(#N)C. Product: [Br:17][C:18]1[CH:23]=[C:22]([F:24])[C:21]([O:25][CH2:2][C:3]2[C:8]([CH3:9])=[CH:7][CH:6]=[CH:5][C:4]=2[N:10]2[C:14](=[O:15])[N:13]([CH3:16])[N:12]=[N:11]2)=[C:20]([F:26])[CH:19]=1. The catalyst class is: 6. (5) Reactant: Br[C:2]1[C:3]([C:14]2[S:15][CH:16]=[C:17]([C:19]([F:22])([F:21])[F:20])[N:18]=2)=[CH:4][C:5]([NH:8][C:9]([NH:11][CH2:12][CH3:13])=[O:10])=[N:6][CH:7]=1.[CH3:23][C:24]1([CH3:40])[C:28]([CH3:30])([CH3:29])[O:27][B:26]([B:26]2[O:27][C:28]([CH3:30])([CH3:29])[C:24]([CH3:40])([CH3:23])[O:25]2)[O:25]1.C([O-])(=O)C.[K+].C(NC(NC1C=C(C2SC=C(C(F)(F)F)N=2)C=CN=1)=O)C. Product: [CH2:12]([NH:11][C:9]([NH:8][C:5]1[CH:4]=[C:3]([C:14]2[S:15][CH:16]=[C:17]([C:19]([F:22])([F:21])[F:20])[N:18]=2)[C:2]([B:26]2[O:27][C:28]([CH3:30])([CH3:29])[C:24]([CH3:40])([CH3:23])[O:25]2)=[CH:7][N:6]=1)=[O:10])[CH3:13]. The catalyst class is: 140. (6) Reactant: [N+:1]([C:4]1[CH:9]=[CH:8][N+:7]([O-])=[CH:6][C:5]=1[O:11][C:12]1[CH:17]=[CH:16][CH:15]=[CH:14][CH:13]=1)([O-])=O.O. Product: [NH2:1][C:4]1[CH:9]=[CH:8][N:7]=[CH:6][C:5]=1[O:11][C:12]1[CH:17]=[CH:16][CH:15]=[CH:14][CH:13]=1. The catalyst class is: 180. (7) Reactant: C([Mg]Cl)(C)C.[F:6][C:7]([F:20])([F:19])[C:8]1[CH:9]=[C:10](Br)[CH:11]=[C:12]([C:14]([F:17])([F:16])[F:15])[CH:13]=1.CON(C)[C:24]([C:26]1([NH:29][C:30](=[O:39])[O:31][CH2:32][C:33]2[CH:38]=[CH:37][CH:36]=[CH:35][CH:34]=2)[CH2:28][CH2:27]1)=[O:25].FC(F)(F)C1C=C([Mg]Br)C=C(C(F)(F)F)C=1. Product: [F:6][C:7]([F:20])([F:19])[C:8]1[CH:9]=[C:10]([C:24]([C:26]2([NH:29][C:30](=[O:39])[O:31][CH2:32][C:33]3[CH:38]=[CH:37][CH:36]=[CH:35][CH:34]=3)[CH2:27][CH2:28]2)=[O:25])[CH:11]=[C:12]([C:14]([F:17])([F:16])[F:15])[CH:13]=1. The catalyst class is: 1.